Dataset: Catalyst prediction with 721,799 reactions and 888 catalyst types from USPTO. Task: Predict which catalyst facilitates the given reaction. (1) Reactant: [CH3:1][O:2][C:3]1[CH:12]=[CH:11][C:6]([C:7](OC)=[O:8])=[C:5]([CH3:13])[CH:4]=1.[H-].[H-].[H-].[H-].[Li+].[Al+3]. Product: [CH3:1][O:2][C:3]1[CH:12]=[CH:11][C:6]([CH2:7][OH:8])=[C:5]([CH3:13])[CH:4]=1. The catalyst class is: 1. (2) Reactant: [CH3:1][C:2]1[O:6][N:5]=[C:4]([C:7]2[CH:12]=[CH:11][C:10]([OH:13])=[CH:9][CH:8]=2)[N:3]=1.C([O-])([O-])=O.[K+].[K+].[CH:20]([C:23]1[N:27]=[C:26]([N:28]2[CH2:33][CH2:32][CH:31]([CH2:34][CH2:35][CH2:36]OS(C)(=O)=O)[CH2:30][CH2:29]2)[O:25][N:24]=1)([CH3:22])[CH3:21]. Product: [CH:20]([C:23]1[N:27]=[C:26]([N:28]2[CH2:33][CH2:32][CH:31]([CH2:34][CH2:35][CH2:36][O:13][C:10]3[CH:11]=[CH:12][C:7]([C:4]4[N:3]=[C:2]([CH3:1])[O:6][N:5]=4)=[CH:8][CH:9]=3)[CH2:30][CH2:29]2)[O:25][N:24]=1)([CH3:22])[CH3:21]. The catalyst class is: 549. (3) Reactant: [CH2:1](O)[C@H:2]1[O:7][C@H:6]([O:8][C@:9]2(CO)O[C@H](CO)[C@@H](O)[C@@H]2O)[C@H:5](O)[C@@H:4](O)[C@@H:3]1O.[C:24]([O-])(=O)[CH2:25][CH2:26][CH2:27][CH2:28][CH2:29][CH2:24][CH2:25][CH2:26][CH2:27][CH2:28][CH2:29][CH2:24][CH2:25][CH2:26][CH2:27][CH2:28][CH3:29].[Na+].OO. Product: [C:6]([O:8][CH3:9])(=[O:7])[CH2:5][CH2:4][CH2:3][CH2:2][CH2:1][CH2:24][CH2:25][CH2:26][CH2:27][CH2:28][CH3:29]. The catalyst class is: 6. (4) Reactant: [CH2:1]([O:8][CH2:9][CH2:10][CH:11]1[CH2:16][C:15]([CH2:17][OH:18])=[CH:14][CH2:13][CH2:12]1)[C:2]1[CH:7]=[CH:6][CH:5]=[CH:4][CH:3]=1.C(N(CC)CC)C.[CH3:26][C:27]([Si:30](Cl)([CH3:32])[CH3:31])([CH3:29])[CH3:28]. Product: [CH2:1]([O:8][CH2:9][CH2:10][CH:11]1[CH2:16][C:15]([CH2:17][O:18][Si:30]([C:27]([CH3:29])([CH3:28])[CH3:26])([CH3:32])[CH3:31])=[CH:14][CH2:13][CH2:12]1)[C:2]1[CH:7]=[CH:6][CH:5]=[CH:4][CH:3]=1. The catalyst class is: 3. (5) Reactant: [CH:1]1[CH:2]=[C:3]([C:12]([OH:14])=O)[C:4](=[O:11])[N:5]2[C:10]=1[CH:9]=[CH:8][CH:7]=[CH:6]2.[NH3:15].O. Product: [CH:1]1[CH:2]=[C:3]([C:12]([NH2:15])=[O:14])[C:4](=[O:11])[N:5]2[C:10]=1[CH:9]=[CH:8][CH:7]=[CH:6]2. The catalyst class is: 5. (6) Reactant: [CH3:1][O:2][C:3]1[C:12]2[N:11]=[C:10]([NH2:13])[N:9]3[CH2:14][CH2:15][N:16]=[C:8]3[C:7]=2[CH:6]=[CH:5][C:4]=1[O:17][CH2:18][CH2:19][CH2:20][N:21]1[CH2:26][CH2:25][O:24][CH2:23][CH2:22]1.[NH2:27][C:28]1[CH:33]=[C:32]([C:34](O)=[O:35])[CH:31]=[CH:30][N:29]=1.C1CN([P+](ON2N=NC3C=CC=CC2=3)(N2CCCC2)N2CCCC2)CC1.F[P-](F)(F)(F)(F)F.C(N(C(C)C)CC)(C)C. Product: [NH2:27][C:28]1[CH:33]=[C:32]([CH:31]=[CH:30][N:29]=1)[C:34]([NH:13][C:10]1[N:9]2[CH2:14][CH2:15][N:16]=[C:8]2[C:7]2[CH:6]=[CH:5][C:4]([O:17][CH2:18][CH2:19][CH2:20][N:21]3[CH2:22][CH2:23][O:24][CH2:25][CH2:26]3)=[C:3]([O:2][CH3:1])[C:12]=2[N:11]=1)=[O:35]. The catalyst class is: 3. (7) Reactant: [Cl:1][C:2]1[C:3]([F:28])=[C:4]([CH:8]2[C:12]([C:15]3[CH:20]=[CH:19][C:18]([Cl:21])=[CH:17][C:16]=3[F:22])([C:13]#[N:14])[CH:11]([CH2:23][C:24]([CH3:27])([CH3:26])[CH3:25])[CH2:10][NH:9]2)[CH:5]=[CH:6][CH:7]=1.[CH3:29][O:30][C:31](=[O:47])[C:32]1[CH:37]=[CH:36][C:35]([NH:38][C:39](N2C=CN=C2)=[O:40])=[CH:34][C:33]=1[CH3:46]. Product: [CH3:29][O:30][C:31](=[O:47])[C:32]1[CH:37]=[CH:36][C:35]([NH:38][C:39]([N:9]2[CH2:10][C@@H:11]([CH2:23][C:24]([CH3:25])([CH3:27])[CH3:26])[C@@:12]([C:15]3[CH:20]=[CH:19][C:18]([Cl:21])=[CH:17][C:16]=3[F:22])([C:13]#[N:14])[C@H:8]2[C:4]2[CH:5]=[CH:6][CH:7]=[C:2]([Cl:1])[C:3]=2[F:28])=[O:40])=[CH:34][C:33]=1[CH3:46]. The catalyst class is: 2. (8) Reactant: [F:1][C:2]1[CH:7]=[CH:6][C:5]([C:8]2[C:9]([CH3:14])=[N:10][NH:11][C:12]=2[NH2:13])=[CH:4][CH:3]=1.O=[C:16]([C:23]1[CH:24]=[N:25][CH:26]=[CH:27][CH:28]=1)[CH2:17][C:18](OCC)=[O:19]. Product: [F:1][C:2]1[CH:3]=[CH:4][C:5]([C:8]2[C:9]([CH3:14])=[N:10][N:11]3[C:18](=[O:19])[CH:17]=[C:16]([C:23]4[CH:24]=[N:25][CH:26]=[CH:27][CH:28]=4)[NH:13][C:12]=23)=[CH:6][CH:7]=1. The catalyst class is: 15. (9) Reactant: [CH3:1][N:2]1[C@@H:18]2[CH2:19][C:7]3[CH:8]=[CH:9][C:10]([O:22][CH3:23])=[C:11]4[O:12][C@H:13]5[C:14]([O:20]C)=[CH:15][CH:16]=[C:17]2[C@:5]5([C:6]=34)[CH2:4][CH2:3]1.C(O)=[O:25].OO.[OH-].[NH4+]. Product: [CH3:1][N:2]1[C@@H:18]2[CH2:19][C:7]3[CH:8]=[CH:9][C:10]([O:22][CH3:23])=[C:11]4[O:12][CH:13]5[C:14]([CH:15]=[CH:16][C@:17]2([OH:25])[C@:5]5([C:6]=34)[CH2:4][CH2:3]1)=[O:20]. The catalyst class is: 97.